This data is from Reaction yield outcomes from USPTO patents with 853,638 reactions. The task is: Predict the reaction yield, written as a fraction of the theoretical maximum amount of product (1.0 means a 100% yield; for example, 0.34 means a 34% yield). (1) The reactants are [CH2:1]([O:8][C:9]([N:11]([CH2:17][CH:18]1[NH:23][CH2:22][CH:21]([C:24]([O:26][CH3:27])=[O:25])[CH2:20][CH2:19]1)[CH2:12][C:13](OC)=[O:14])=[O:10])[C:2]1[CH:7]=[CH:6][CH:5]=[CH:4][CH:3]=1. The catalyst is CO. The product is [O:14]=[C:13]1[N:23]2[CH2:22][C@H:21]([C:24]([O:26][CH3:27])=[O:25])[CH2:20][CH2:19][C@@H:18]2[CH2:17][N:11]([C:9]([O:8][CH2:1][C:2]2[CH:7]=[CH:6][CH:5]=[CH:4][CH:3]=2)=[O:10])[CH2:12]1. The yield is 0.740. (2) The reactants are [Br:1][C:2]1[CH:3]=[CH:4][C:5]([CH3:11])=[C:6]([CH:10]=1)[C:7]([OH:9])=[O:8].OS(O)(=O)=O.[N+:17]([O-])([OH:19])=[O:18]. No catalyst specified. The product is [Br:1][C:2]1[CH:3]=[C:4]([N+:17]([O-:19])=[O:18])[C:5]([CH3:11])=[C:6]([CH:10]=1)[C:7]([OH:9])=[O:8]. The yield is 0.520. (3) The reactants are [OH:1][C@@:2]1([C:9]#[C:10][C:11]2[CH:12]=[C:13]([C:17]3[N:22]=[C:21]([C:23](O)=[O:24])[CH:20]=[C:19]([N:26]4[CH:30]=[CH:29][N:28]=[CH:27]4)[N:18]=3)[CH:14]=[CH:15][CH:16]=2)[CH2:6][CH2:5][N:4]([CH3:7])[C:3]1=[O:8].[Cl-].[NH4+:32]. No catalyst specified. The product is [OH:1][C@@:2]1([C:9]#[C:10][C:11]2[CH:12]=[C:13]([C:17]3[N:22]=[C:21]([C:23]([NH2:32])=[O:24])[CH:20]=[C:19]([N:26]4[CH:30]=[CH:29][N:28]=[CH:27]4)[N:18]=3)[CH:14]=[CH:15][CH:16]=2)[CH2:6][CH2:5][N:4]([CH3:7])[C:3]1=[O:8]. The yield is 0.0500. (4) The reactants are [Cl:1][C:2]1[N:7]=[C:6](Cl)[C:5]([CH3:9])=[CH:4][N:3]=1.[NH2:10][CH2:11][CH2:12][CH2:13][OH:14].C(=O)([O-])[O-].[Na+].[Na+]. The catalyst is C(O)C. The product is [Cl:1][C:2]1[N:7]=[C:6]([NH:10][CH2:11][CH2:12][CH2:13][OH:14])[C:5]([CH3:9])=[CH:4][N:3]=1. The yield is 0.990.